This data is from Reaction yield outcomes from USPTO patents with 853,638 reactions. The task is: Predict the reaction yield, written as a fraction of the theoretical maximum amount of product (1.0 means a 100% yield; for example, 0.34 means a 34% yield). The reactants are [O:1]([C:8]1[CH:9]=[N:10][CH:11]=[C:12]([CH:16]=1)[C:13]([OH:15])=O)[C:2]1[CH:7]=[CH:6][CH:5]=[CH:4][CH:3]=1.CN(C(ON1N=NC2C=CC=CC1=2)=[N+](C)C)C.F[P-](F)(F)(F)(F)F.CCN(C(C)C)C(C)C.[NH:50]1[CH:54]=[CH:53][N:52]=[C:51]1[NH:55][C:56]([C:58]1[C:66]2[NH:65][C:64]([NH2:67])=[N:63][C:62]=2[CH:61]=[CH:60][CH:59]=1)=[O:57]. The catalyst is O.CN(C=O)C. The product is [NH:52]1[CH:53]=[CH:54][N:50]=[C:51]1[NH:55][C:56]([C:58]1[C:66]2[N:65]=[C:64]([NH:67][C:13]([C:12]3[CH:11]=[N:10][CH:9]=[C:8]([O:1][C:2]4[CH:3]=[CH:4][CH:5]=[CH:6][CH:7]=4)[CH:16]=3)=[O:15])[NH:63][C:62]=2[CH:61]=[CH:60][CH:59]=1)=[O:57]. The yield is 0.110.